This data is from Reaction yield outcomes from USPTO patents with 853,638 reactions. The task is: Predict the reaction yield, written as a fraction of the theoretical maximum amount of product (1.0 means a 100% yield; for example, 0.34 means a 34% yield). The reactants are [F:1][C:2]1[CH:29]=[CH:28][CH:27]=[CH:26][C:3]=1[O:4][C@@H:5]1[CH2:9][CH2:8][N:7]([C:10]([C:12]2[CH:17]=[CH:16][CH:15]=[C:14]([N:18]3[CH2:24][CH2:23][CH2:22][N:21]([CH3:25])[CH2:20][CH2:19]3)[N:13]=2)=[O:11])[CH2:6]1.[ClH:30]. The catalyst is C(Cl)Cl. The product is [ClH:30].[F:1][C:2]1[CH:29]=[CH:28][CH:27]=[CH:26][C:3]=1[O:4][C@@H:5]1[CH2:9][CH2:8][N:7]([C:10]([C:12]2[CH:17]=[CH:16][CH:15]=[C:14]([N:18]3[CH2:24][CH2:23][CH2:22][N:21]([CH3:25])[CH2:20][CH2:19]3)[N:13]=2)=[O:11])[CH2:6]1. The yield is 0.980.